From a dataset of Reaction yield outcomes from USPTO patents with 853,638 reactions. Predict the reaction yield, written as a fraction of the theoretical maximum amount of product (1.0 means a 100% yield; for example, 0.34 means a 34% yield). The reactants are [OH:1][C:2]1(/[CH:17]=[CH:18]/[C:19]2[CH2:23][CH2:22][CH2:21][C:20]=2[C:24]([O:26][CH2:27][CH3:28])=[O:25])[C:13]([CH3:15])([CH3:14])[CH2:12][C:5]2(OC(C)C(C)[O:6]2)[CH:4]=[C:3]1[CH3:16].O. The catalyst is CC(C)=O.Cl. The product is [OH:1][C:2]1(/[CH:17]=[CH:18]/[C:19]2[CH2:23][CH2:22][CH2:21][C:20]=2[C:24]([O:26][CH2:27][CH3:28])=[O:25])[C:13]([CH3:15])([CH3:14])[CH2:12][C:5](=[O:6])[CH:4]=[C:3]1[CH3:16]. The yield is 0.650.